This data is from Full USPTO retrosynthesis dataset with 1.9M reactions from patents (1976-2016). The task is: Predict the reactants needed to synthesize the given product. (1) The reactants are: Cl[C:2]1[CH:11]=[N:10][C:9]2[C:4](=[CH:5][CH:6]=[CH:7][CH:8]=2)[N:3]=1.O.[NH2:13][NH2:14]. Given the product [NH:13]([C:2]1[CH:11]=[N:10][C:9]2[C:4](=[CH:5][CH:6]=[CH:7][CH:8]=2)[N:3]=1)[NH2:14], predict the reactants needed to synthesize it. (2) Given the product [Cl:1][C:2]1[N:7]=[C:6]([CH:9]2[CH2:11][CH2:10]2)[CH:5]=[CH:4][N:3]=1, predict the reactants needed to synthesize it. The reactants are: [Cl:1][C:2]1[N:7]=[C:6](Cl)[CH:5]=[CH:4][N:3]=1.[CH:9]1(B(O)O)[CH2:11][CH2:10]1.P([O-])([O-])([O-])=O.[K+].[K+].[K+]. (3) Given the product [Cl:1][C:2]1[CH:3]=[C:4]([CH:25]=[CH:26][C:27]=1[F:28])[NH:5][C:6]1[C:15]2[C:10](=[CH:11][C:12]([O:23][CH3:24])=[CH:13][C:14]=2[O:16][CH:17]2[CH2:18][CH2:19][N:20]([CH2:30][C:31]([NH2:33])=[O:32])[CH2:21][CH2:22]2)[N:9]=[CH:8][N:7]=1, predict the reactants needed to synthesize it. The reactants are: [Cl:1][C:2]1[CH:3]=[C:4]([CH:25]=[CH:26][C:27]=1[F:28])[NH:5][C:6]1[C:15]2[C:10](=[CH:11][C:12]([O:23][CH3:24])=[CH:13][C:14]=2[O:16][CH:17]2[CH2:22][CH2:21][NH:20][CH2:19][CH2:18]2)[N:9]=[CH:8][N:7]=1.Br[CH2:30][C:31]([NH2:33])=[O:32]. (4) Given the product [Cl:20][C:21]1[CH:28]=[C:27]([C:29]([F:30])([F:31])[F:32])[CH:26]=[CH:25][C:22]=1[CH2:23][N:3]1[CH2:8][CH2:7][CH:6](/[CH:9]=[C:10]2/[C:11]([NH:16][CH2:17][C:18]#[CH:19])=[N:12][C:13](=[O:15])[S:14]/2)[CH2:5][CH2:4]1, predict the reactants needed to synthesize it. The reactants are: Cl.Cl.[NH:3]1[CH2:8][CH2:7][CH:6](/[CH:9]=[C:10]2/[C:11]([NH:16][CH2:17][C:18]#[CH:19])=[N:12][C:13](=[O:15])[S:14]/2)[CH2:5][CH2:4]1.[Cl:20][C:21]1[CH:28]=[C:27]([C:29]([F:32])([F:31])[F:30])[CH:26]=[CH:25][C:22]=1[CH:23]=O.C(O[BH-](OC(=O)C)OC(=O)C)(=O)C.[Na+].C(=O)([O-])O.[Na+]. (5) Given the product [CH:1]1([C:7]2[CH:8]=[C:9]([C:19]([NH:30][N:26]3[CH2:27][CH2:28][CH2:29][C@H:25]3[CH2:24][O:23][CH3:22])=[O:21])[CH:10]=[N:11][C:12]=2[O:13][CH2:14][C:15]([F:17])([F:16])[F:18])[CH2:6][CH2:5][CH2:4][CH2:3][CH2:2]1, predict the reactants needed to synthesize it. The reactants are: [CH:1]1([C:7]2[CH:8]=[C:9]([C:19]([OH:21])=O)[CH:10]=[N:11][C:12]=2[O:13][CH2:14][C:15]([F:18])([F:17])[F:16])[CH2:6][CH2:5][CH2:4][CH2:3][CH2:2]1.[CH3:22][O:23][CH2:24][C@@H:25]1[CH2:29][CH2:28][CH2:27][N:26]1[NH2:30].